This data is from Catalyst prediction with 721,799 reactions and 888 catalyst types from USPTO. The task is: Predict which catalyst facilitates the given reaction. (1) Reactant: [CH3:1][O:2][CH2:3][CH2:4][CH2:5][N:6]1[CH2:29][CH2:28][C:9]2[N:10]([CH2:18][C:19]([C:22]3[CH:27]=[CH:26][N:25]=[CH:24][CH:23]=3)(O)[CH3:20])[C:11]3[CH:12]=[CH:13][C:14]([CH3:17])=[CH:15][C:16]=3[C:8]=2[CH2:7]1.C(=O)(O)[O-].[Na+]. The catalyst class is: 309. Product: [CH3:1][O:2][CH2:3][CH2:4][CH2:5][N:6]1[CH2:29][CH2:28][C:9]2[N:10]([CH:18]=[C:19]([C:22]3[CH:23]=[CH:24][N:25]=[CH:26][CH:27]=3)[CH3:20])[C:11]3[CH:12]=[CH:13][C:14]([CH3:17])=[CH:15][C:16]=3[C:8]=2[CH2:7]1. (2) Reactant: Cl.Br[C:3]1[CH:4]=[CH:5][C:6]2[C@H:16]3[C@H:12]([CH2:13][NH:14][CH2:15]3)[O:11][CH2:10][C:7]=2[C:8]=1[Cl:9].[CH3:17]B1OB(C)OB(C)O1.C(=O)([O-])[O-].[K+].[K+]. Product: [ClH:9].[Cl:9][C:8]1[C:7]2[CH2:10][O:11][C@@H:12]3[C@H:16]([C:6]=2[CH:5]=[CH:4][C:3]=1[CH3:17])[CH2:15][NH:14][CH2:13]3. The catalyst class is: 77.